This data is from Forward reaction prediction with 1.9M reactions from USPTO patents (1976-2016). The task is: Predict the product of the given reaction. (1) Given the reactants [N:1]1([CH2:6][CH2:7][N:8]2[C:16]3[C:11](=[CH:12][C:13]([NH2:17])=[CH:14][CH:15]=3)[CH:10]=[N:9]2)[CH2:5][CH2:4][CH2:3][CH2:2]1.[O:18]([C:25]1[CH:30]=[CH:29][C:28]([CH2:31][C:32](O)=[O:33])=[CH:27][CH:26]=1)[C:19]1[CH:24]=[CH:23][CH:22]=[CH:21][CH:20]=1, predict the reaction product. The product is: [O:18]([C:25]1[CH:26]=[CH:27][C:28]([CH2:31][C:32]([NH:17][C:13]2[CH:12]=[C:11]3[C:16](=[CH:15][CH:14]=2)[N:8]([CH2:7][CH2:6][N:1]2[CH2:5][CH2:4][CH2:3][CH2:2]2)[N:9]=[CH:10]3)=[O:33])=[CH:29][CH:30]=1)[C:19]1[CH:24]=[CH:23][CH:22]=[CH:21][CH:20]=1. (2) Given the reactants C[N:2]1[CH2:6][CH2:5][CH2:4][C:3]1=[O:7].[C:8]([OH:11])(=[O:10])C.[C:12](O)(=O)[CH3:13].N[C:17](=N)[C:18]1[CH:46]=CC(OCCCC2CCN(CCCOC3C=CC(C(N)=N)=CC=3)CC2)=C[CH:19]=1.C(N1C=CN=C1)(N1C=CN=C1)=[O:49].[NH2:60][C:61](=[N:91]O)[C:62]1[CH:90]=[CH:89][C:65]([O:66][CH2:67][CH2:68][CH2:69][CH:70]2[CH2:75][CH2:74][N:73]([CH2:76][CH2:77][CH2:78][O:79][C:80]3[CH:88]=[CH:87][C:83]([C:84]([NH2:86])=[O:85])=[CH:82][CH:81]=3)[CH2:72][CH2:71]2)=[CH:64][CH:63]=1, predict the reaction product. The product is: [NH2:60][C:61](=[N:91][O:11][C:8](=[O:10])[C@@H:6]([NH:2][C:3]([O:7][C:18]([CH3:46])([CH3:19])[CH3:17])=[O:49])[C@@H:5]([CH3:4])[CH2:12][CH3:13])[C:62]1[CH:90]=[CH:89][C:65]([O:66][CH2:67][CH2:68][CH2:69][CH:70]2[CH2:75][CH2:74][N:73]([CH2:76][CH2:77][CH2:78][O:79][C:80]3[CH:88]=[CH:87][C:83]([C:84]([NH2:86])=[O:85])=[CH:82][CH:81]=3)[CH2:72][CH2:71]2)=[CH:64][CH:63]=1. (3) Given the reactants CC(OC(/N=N/C(OC(C)C)=O)=O)C.C1(P(C2C=CC=CC=2)C2C=CC=CC=2)C=CC=CC=1.[Br:34][C:35]1[CH:40]=[C:39]([F:41])[CH:38]=[CH:37][C:36]=1[OH:42].[C:43]([O:47][C:48]([N:50]1[CH2:55][CH2:54][CH:53](O)[CH2:52][CH2:51]1)=[O:49])([CH3:46])([CH3:45])[CH3:44], predict the reaction product. The product is: [Br:34][C:35]1[CH:40]=[C:39]([F:41])[CH:38]=[CH:37][C:36]=1[O:42][CH:53]1[CH2:54][CH2:55][N:50]([C:48]([O:47][C:43]([CH3:46])([CH3:45])[CH3:44])=[O:49])[CH2:51][CH2:52]1. (4) The product is: [CH2:10]([C:9]1[C:8]([F:12])=[CH:7][CH:6]=[C:5]([CH2:13][CH3:14])[C:4]=1[CH2:3][C:2]1[NH:18][CH2:17][CH2:16][N:19]=1)[CH3:11]. Given the reactants Br[C:2](Br)=[CH:3][C:4]1[C:9]([CH2:10][CH3:11])=[C:8]([F:12])[CH:7]=[CH:6][C:5]=1[CH2:13][CH3:14].[CH2:16]([NH2:19])[CH2:17][NH2:18], predict the reaction product. (5) Given the reactants [C:1]1([CH2:7][CH2:8][N:9]2[C:14](=[O:15])[C:13]3[CH:16]=[CH:17][S:18][C:12]=3[NH:11][C:10]2=[O:19])[CH:6]=[CH:5][CH:4]=[CH:3][CH:2]=1.Br[CH2:21][C:22]1[CH:27]=[CH:26][C:25]([C:28]2[C:29]([C:34]#[N:35])=[CH:30][CH:31]=[CH:32][CH:33]=2)=[CH:24][CH:23]=1.C(=O)([O-])[O-].[K+].[K+], predict the reaction product. The product is: [O:19]=[C:10]1[N:11]([CH2:21][C:22]2[CH:23]=[CH:24][C:25]([C:28]3[C:29]([C:34]#[N:35])=[CH:30][CH:31]=[CH:32][CH:33]=3)=[CH:26][CH:27]=2)[C:12]2[S:18][CH:17]=[CH:16][C:13]=2[C:14](=[O:15])[N:9]1[CH2:8][CH2:7][C:1]1[CH:6]=[CH:5][CH:4]=[CH:3][CH:2]=1. (6) Given the reactants Br[C:2]1[CH:3]=[C:4]([NH:17][S:18]([CH2:21][CH3:22])(=[O:20])=[O:19])[CH:5]=[CH:6][C:7]=1[O:8][C:9]1[CH:14]=[CH:13][C:12]([F:15])=[CH:11][C:10]=1[F:16].[CH3:23][C:24]1([CH3:40])[C:28]([CH3:30])([CH3:29])[O:27][B:26]([B:26]2[O:27][C:28]([CH3:30])([CH3:29])[C:24]([CH3:40])([CH3:23])[O:25]2)[O:25]1.BrC1C2OC=NC=2C(=O)N(C)C=1, predict the reaction product. The product is: [F:16][C:10]1[CH:11]=[C:12]([F:15])[CH:13]=[CH:14][C:9]=1[O:8][C:7]1[CH:6]=[CH:5][C:4]([NH:17][S:18]([CH2:21][CH3:22])(=[O:20])=[O:19])=[CH:3][C:2]=1[B:26]1[O:27][C:28]([CH3:30])([CH3:29])[C:24]([CH3:40])([CH3:23])[O:25]1. (7) Given the reactants [CH3:1][NH:2][C@H:3]([C:7]([NH:9][C@H:10]([C:14]([N:16]([C@@H:18]([C@@H:48]([CH3:51])[CH2:49][CH3:50])[C@H:19]([O:46][CH3:47])[CH2:20][C:21]([N:23]1[CH2:27][CH2:26][CH2:25][C@H:24]1[C@H:28]([O:44][CH3:45])[C@@H:29]([CH3:43])[C:30]([NH:32][C@H:33]([CH3:42])[C@@H:34]([OH:41])[C:35]1[CH:40]=[CH:39][CH:38]=[CH:37][CH:36]=1)=[O:31])=[O:22])[CH3:17])=[O:15])[CH:11]([CH3:13])[CH3:12])=[O:8])[CH:4]([CH3:6])[CH3:5].O=[CH:53][CH2:54][CH2:55][C:56]([OH:58])=[O:57].C([BH3-])#N.[Na+], predict the reaction product. The product is: [C:56]([CH2:55][CH2:54][CH2:53][N:2]([CH3:1])[C@H:3]([C:7]([NH:9][C@H:10]([C:14]([N:16]([C@@H:18]([C@@H:48]([CH3:51])[CH2:49][CH3:50])[C@H:19]([O:46][CH3:47])[CH2:20][C:21]([N:23]1[CH2:27][CH2:26][CH2:25][C@H:24]1[C@H:28]([O:44][CH3:45])[C@@H:29]([CH3:43])[C:30]([NH:32][C@H:33]([CH3:42])[C@@H:34]([OH:41])[C:35]1[CH:36]=[CH:37][CH:38]=[CH:39][CH:40]=1)=[O:31])=[O:22])[CH3:17])=[O:15])[CH:11]([CH3:12])[CH3:13])=[O:8])[CH:4]([CH3:6])[CH3:5])([OH:58])=[O:57]. (8) Given the reactants [CH3:1][C:2]1([CH3:31])[CH2:10][C:9]2[N:8]([C:11]3[CH:18]=[CH:17][C:14]([C:15]#[N:16])=[C:13]([NH:19][C@@H:20]4[CH2:24][CH2:23][CH2:22][C@H:21]4[OH:25])[CH:12]=3)[CH:7]=[C:6]([C:26]([F:29])([F:28])[F:27])[C:5]=2[C:4](=[O:30])[CH2:3]1.[OH-:32].[Na+].OO, predict the reaction product. The product is: [CH3:1][C:2]1([CH3:31])[CH2:10][C:9]2[N:8]([C:11]3[CH:18]=[CH:17][C:14]([C:15]([NH2:16])=[O:32])=[C:13]([NH:19][C@H:20]4[CH2:24][CH2:23][CH2:22][C@@H:21]4[OH:25])[CH:12]=3)[CH:7]=[C:6]([C:26]([F:29])([F:27])[F:28])[C:5]=2[C:4](=[O:30])[CH2:3]1. (9) Given the reactants [F:1][C:2]1[CH:11]=[CH:10][CH:9]=[C:8]2[C:3]=1[CH2:4][CH2:5][CH2:6][CH:7]2[CH2:12][OH:13].[CH3:14][S:15](Cl)(=[O:17])=[O:16], predict the reaction product. The product is: [CH3:14][S:15]([O:13][CH2:12][CH:7]1[C:8]2[C:3](=[C:2]([F:1])[CH:11]=[CH:10][CH:9]=2)[CH2:4][CH2:5][CH2:6]1)(=[O:17])=[O:16]. (10) Given the reactants [CH3:1][C:2]1[CH:6]=[C:5]([CH3:7])[NH:4][C:3]=1[CH:8]=[C:9]1[C:17]2[C:12](=[CH:13][CH:14]=[CH:15][CH:16]=2)[NH:11][C:10]1=[O:18].C1C(=O)N([Br:26])C(=O)C1.C(OOC(=O)C1C=CC=CC=1)(=O)C1C=CC=CC=1, predict the reaction product. The product is: [Br:26][C:6]1[C:2]([CH3:1])=[C:3]([CH:8]=[C:9]2[C:17]3[C:12](=[CH:13][CH:14]=[CH:15][CH:16]=3)[NH:11][C:10]2=[O:18])[NH:4][C:5]=1[CH3:7].